Dataset: Peptide-MHC class I binding affinity with 185,985 pairs from IEDB/IMGT. Task: Regression. Given a peptide amino acid sequence and an MHC pseudo amino acid sequence, predict their binding affinity value. This is MHC class I binding data. The peptide sequence is RLYDYFTRV. The MHC is HLA-B51:01 with pseudo-sequence HLA-B51:01. The binding affinity (normalized) is 0.